Dataset: Full USPTO retrosynthesis dataset with 1.9M reactions from patents (1976-2016). Task: Predict the reactants needed to synthesize the given product. Given the product [CH3:22][C:19]1[N:20]=[CH:21][C:16]([CH2:15][CH2:14][N:1]([C:3]2[CH:4]=[CH:5][C:6]([C:7]([O:9][CH3:10])=[O:8])=[CH:11][CH:12]=2)[NH2:2])=[CH:17][CH:18]=1, predict the reactants needed to synthesize it. The reactants are: [NH:1]([C:3]1[CH:12]=[CH:11][C:6]([C:7]([O:9][CH3:10])=[O:8])=[CH:5][CH:4]=1)[NH2:2].Br[CH2:14][CH2:15][C:16]1[CH:17]=[CH:18][C:19]([CH3:22])=[N:20][CH:21]=1.